Dataset: Full USPTO retrosynthesis dataset with 1.9M reactions from patents (1976-2016). Task: Predict the reactants needed to synthesize the given product. (1) Given the product [F:1][C:2]1[CH:7]=[CH:6][C:5]([CH2:8][C:9]2[CH:18]=[C:17]3[C:12]([C:13]([OH:32])=[C:14]([C:27]([NH:37][CH2:36][CH2:35][O:34][CH3:33])=[O:28])[C:15](=[O:26])[N:16]3[CH2:19][CH2:20][CH2:21][S:22]([CH3:25])(=[O:24])=[O:23])=[N:11][CH:10]=2)=[CH:4][CH:3]=1, predict the reactants needed to synthesize it. The reactants are: [F:1][C:2]1[CH:7]=[CH:6][C:5]([CH2:8][C:9]2[CH:18]=[C:17]3[C:12]([C:13]([OH:32])=[C:14]([C:27](OCC)=[O:28])[C:15](=[O:26])[N:16]3[CH2:19][CH2:20][CH2:21][S:22]([CH3:25])(=[O:24])=[O:23])=[N:11][CH:10]=2)=[CH:4][CH:3]=1.[CH3:33][O:34][CH2:35][CH2:36][NH2:37]. (2) The reactants are: [C:1]([C:5]1[CH:10]=[CH:9][C:8]([S:11]([N:14]([CH2:24][C:25]([OH:27])=O)[C:15]2[CH:20]=[CH:19][CH:18]=[C:17]([N:21]([CH3:23])[CH3:22])[CH:16]=2)(=[O:13])=[O:12])=[CH:7][CH:6]=1)([CH3:4])([CH3:3])[CH3:2].[CH3:28][NH:29][CH2:30][C:31]1[CH:32]=[N:33][CH:34]=[CH:35][CH:36]=1. Given the product [C:1]([C:5]1[CH:10]=[CH:9][C:8]([S:11]([N:14]([C:15]2[CH:20]=[CH:19][CH:18]=[C:17]([N:21]([CH3:22])[CH3:23])[CH:16]=2)[CH2:24][C:25]([N:29]([CH3:28])[CH2:30][C:31]2[CH:32]=[N:33][CH:34]=[CH:35][CH:36]=2)=[O:27])(=[O:13])=[O:12])=[CH:7][CH:6]=1)([CH3:3])([CH3:2])[CH3:4], predict the reactants needed to synthesize it. (3) Given the product [O:24]=[S:23]1(=[O:25])[CH2:26][CH2:27][CH2:28][N:22]1[C:19]1[CH:20]=[CH:21][C:16]([C:4]2[N:5]([CH2:14][CH3:15])[C:6]3[C:11]([C:3]=2[C:1]#[N:2])=[CH:10][CH:9]=[C:8]([O:12][CH3:13])[CH:7]=3)=[CH:17][CH:18]=1, predict the reactants needed to synthesize it. The reactants are: [C:1]([C:3]1[C:11]2[C:6](=[CH:7][C:8]([O:12][CH3:13])=[CH:9][CH:10]=2)[N:5]([CH2:14][CH3:15])[C:4]=1[C:16]1[CH:21]=[CH:20][C:19]([NH:22][S:23]([CH2:26][CH2:27][CH2:28]Cl)(=[O:25])=[O:24])=[CH:18][CH:17]=1)#[N:2].C([O-])([O-])=O.[K+].[K+]. (4) Given the product [CH:23]1([C:9]2[N:8]([CH2:7][C:5]3[O:6][C:2]([C:46]4[CH:51]=[C:50]([C:52]([F:54])([F:55])[F:53])[CH:49]=[CH:48][C:47]=4[F:56])=[CH:3][CH:4]=3)[C:16]3[C:11]([CH:10]=2)=[C:12]([C:19]([F:22])([F:21])[F:20])[C:13]([C:17]#[N:18])=[CH:14][CH:15]=3)[CH2:25][CH2:24]1, predict the reactants needed to synthesize it. The reactants are: Br[C:2]1[O:6][C:5]([CH2:7][N:8]2[C:16]3[C:11](=[C:12]([C:19]([F:22])([F:21])[F:20])[C:13]([C:17]#[N:18])=[CH:14][CH:15]=3)[CH:10]=[C:9]2[CH:23]2[CH2:25][CH2:24]2)=[CH:4][CH:3]=1.C([O-])(=O)C.[K+].CC1C(C)OB(B2OC(C)C(C)O2)O1.Br[C:46]1[CH:51]=[C:50]([C:52]([F:55])([F:54])[F:53])[CH:49]=[CH:48][C:47]=1[F:56].C(=O)([O-])[O-].[Cs+].[Cs+].